From a dataset of Reaction yield outcomes from USPTO patents with 853,638 reactions. Predict the reaction yield, written as a fraction of the theoretical maximum amount of product (1.0 means a 100% yield; for example, 0.34 means a 34% yield). The reactants are O[CH2:2][C:3]1[CH:16]=[N:15][C:6]2[N:7]([CH:12]([CH3:14])[CH3:13])[CH2:8][C:9](=[O:11])[NH:10][C:5]=2[CH:4]=1.[I-].C(C[P+](C)(C)C)#N.CCN(C(C)C)C(C)C.Cl.[Cl:35][C:36]1[CH:41]=[CH:40][C:39]([N:42]2[CH2:47][CH2:46][NH:45][CH2:44][CH2:43]2)=[CH:38][CH:37]=1. The catalyst is C(#N)CC. The product is [Cl:35][C:36]1[CH:37]=[CH:38][C:39]([N:42]2[CH2:47][CH2:46][N:45]([CH2:2][C:3]3[CH:16]=[N:15][C:6]4[N:7]([CH:12]([CH3:14])[CH3:13])[CH2:8][C:9](=[O:11])[NH:10][C:5]=4[CH:4]=3)[CH2:44][CH2:43]2)=[CH:40][CH:41]=1. The yield is 0.260.